This data is from Reaction yield outcomes from USPTO patents with 853,638 reactions. The task is: Predict the reaction yield, written as a fraction of the theoretical maximum amount of product (1.0 means a 100% yield; for example, 0.34 means a 34% yield). (1) The reactants are [CH2:1]([O:3][C:4]([C:6]1[CH:7]=[C:8]2[C:13](=[CH:14][CH:15]=1)[NH:12][CH:11]([C:16]1[CH:21]=[CH:20][CH:19]=[C:18](Br)[CH:17]=1)[C:10]([CH3:24])([CH3:23])[CH2:9]2)=[O:5])[CH3:2].[NH:25]1[CH2:30][CH2:29][NH:28][CH2:27][CH2:26]1.Cl.CN(C)CC(O)=O.C(=O)([O-])[O-].[K+].[K+]. The catalyst is CS(C)=O.[Cu]I. The product is [CH2:1]([O:3][C:4]([C:6]1[CH:7]=[C:8]2[C:13](=[CH:14][CH:15]=1)[NH:12][CH:11]([C:16]1[CH:21]=[CH:20][CH:19]=[C:18]([N:25]3[CH2:30][CH2:29][NH:28][CH2:27][CH2:26]3)[CH:17]=1)[C:10]([CH3:24])([CH3:23])[CH2:9]2)=[O:5])[CH3:2]. The yield is 0.800. (2) The reactants are [O:1]=[C:2]1[CH2:6][CH2:5][CH:4]([C:7]([OH:9])=[O:8])[CH2:3]1.C(NC(=NC(C)C)O[C:16]([CH3:19])([CH3:18])[CH3:17])(C)C. The catalyst is ClCCl. The product is [O:1]=[C:2]1[CH2:6][CH2:5][CH:4]([C:7]([O:9][C:16]([CH3:19])([CH3:18])[CH3:17])=[O:8])[CH2:3]1. The yield is 0.580. (3) The reactants are [CH2:1]([O:3][C:4]([C:6]1[O:14][C:13]2[C:12]([Cl:15])=[CH:11][N:10]=[CH:9][C:8]=2[C:7]=1[NH2:16])=[O:5])[CH3:2].Br[C:18]1[CH:23]=[CH:22][C:21]([S:24][CH3:25])=[CH:20][C:19]=1[F:26].CC1(C)C2C(=C(P(C3C=CC=CC=3)C3C=CC=CC=3)C=CC=2)OC2C(P(C3C=CC=CC=3)C3C=CC=CC=3)=CC=CC1=2.[O-]P([O-])([O-])=O.[K+].[K+].[K+]. The catalyst is C1(C)C=CC=CC=1.C1C=CC(/C=C/C(/C=C/C2C=CC=CC=2)=O)=CC=1.C1C=CC(/C=C/C(/C=C/C2C=CC=CC=2)=O)=CC=1.C1C=CC(/C=C/C(/C=C/C2C=CC=CC=2)=O)=CC=1.[Pd].[Pd]. The product is [CH2:1]([O:3][C:4]([C:6]1[O:14][C:13]2[C:12]([Cl:15])=[CH:11][N:10]=[CH:9][C:8]=2[C:7]=1[NH:16][C:18]1[CH:23]=[CH:22][C:21]([S:24][CH3:25])=[CH:20][C:19]=1[F:26])=[O:5])[CH3:2]. The yield is 0.540. (4) The reactants are [CH2:1]=[C:2]([C:4]1[CH:5]=[CH:6][C:7]([NH2:10])=[N:8][CH:9]=1)[CH3:3]. The catalyst is CO.[Pd]. The product is [CH3:1][CH:2]([C:4]1[CH:5]=[CH:6][C:7]([NH2:10])=[N:8][CH:9]=1)[CH3:3]. The yield is 0.960. (5) The reactants are C([O:8][C:9]1[N:24]=[C:23]([C:25]2[CH:30]=[CH:29][C:28]([OH:31])=[CH:27][CH:26]=2)[C:22]([CH2:32][CH3:33])=[C:21]([O:34]CC2C=CC=CC=2)[C:10]=1[C:11]([O:13]CC1C=CC=CC=1)=[O:12])C1C=CC=CC=1. The catalyst is [Pd].C(OCC)(=O)C.CO. The product is [CH2:32]([C:22]1[C:21]([OH:34])=[C:10]([C:11]([OH:13])=[O:12])[C:9](=[O:8])[NH:24][C:23]=1[C:25]1[CH:26]=[CH:27][C:28]([OH:31])=[CH:29][CH:30]=1)[CH3:33]. The yield is 0.770. (6) The reactants are C(O[C@@H]([C@H](OC(=O)C1C=CC=CC=1)C(O)=O)C(O)=O)(=O)C1C=CC=CC=1.[NH2:27][C@@:28]1([C:39]2[CH:44]=[CH:43][CH:42]=[CH:41][C:40]=2[F:45])[CH2:32][O:31][C@H:30]([C:33]([F:36])([F:35])[F:34])[C@H:29]1[CH2:37][OH:38].CCOC(C)=O.[OH-].[Na+].[C:54]([N:62]=[C:63]=[S:64])(=[O:61])[C:55]1[CH:60]=[CH:59][CH:58]=[CH:57][CH:56]=1. The catalyst is C(Cl)Cl. The product is [F:45][C:40]1[CH:41]=[CH:42][CH:43]=[CH:44][C:39]=1[C@@:28]1([NH:27][C:63]([NH:62][C:54](=[O:61])[C:55]2[CH:56]=[CH:57][CH:58]=[CH:59][CH:60]=2)=[S:64])[C@H:29]([CH2:37][OH:38])[C@@H:30]([C:33]([F:36])([F:34])[F:35])[O:31][CH2:32]1. The yield is 0.990.